This data is from Aqueous solubility values for 9,982 compounds from the AqSolDB database. The task is: Regression/Classification. Given a drug SMILES string, predict its absorption, distribution, metabolism, or excretion properties. Task type varies by dataset: regression for continuous measurements (e.g., permeability, clearance, half-life) or binary classification for categorical outcomes (e.g., BBB penetration, CYP inhibition). For this dataset (solubility_aqsoldb), we predict Y. The drug is O=C(O)CCCCCCCCCCC(=O)O.OCCN(CCO)CCO.OCCN(CCO)CCO. The Y is 0.277 log mol/L.